The task is: Regression/Classification. Given a drug SMILES string, predict its absorption, distribution, metabolism, or excretion properties. Task type varies by dataset: regression for continuous measurements (e.g., permeability, clearance, half-life) or binary classification for categorical outcomes (e.g., BBB penetration, CYP inhibition). Dataset: cyp1a2_veith.. This data is from CYP1A2 inhibition data for predicting drug metabolism from PubChem BioAssay. (1) The drug is COC(=O)c1ccc(Sc2ccccc2NS(=O)(=O)c2ccc(C)cc2)nc1. The result is 1 (inhibitor). (2) The molecule is COc1ccc(NC(=O)CSc2ccc3c4c(cccc24)C(=O)c2ccccc2-3)cc1. The result is 1 (inhibitor). (3) The compound is c1ccc(C(CCN2CC3CCC(CC3)C2)c2ccccc2)cc1. The result is 0 (non-inhibitor). (4) The compound is Cc1nc(SCC(=O)c2cc3ccccc3oc2=O)c(C#N)c(C)c1C(=O)Nc1ccccc1. The result is 0 (non-inhibitor). (5) The molecule is O=C(CSCc1ccc(Cl)cc1)Nc1nccs1. The result is 1 (inhibitor). (6) The drug is O=S(=O)(c1ccccc1)n1ccc2cccnc21. The result is 0 (non-inhibitor). (7) The compound is COC(=O)N1CCC[C@@]2(CCN(c3ncccn3)C2)C1. The result is 0 (non-inhibitor).